Predict the product of the given reaction. From a dataset of Forward reaction prediction with 1.9M reactions from USPTO patents (1976-2016). (1) Given the reactants Cl.[CH3:2][C:3]([CH3:50])([CH2:48][CH3:49])[CH2:4][C:5]1[N:6]=[C:7]([CH2:29][CH:30]([NH:44][C:45](=[O:47])[CH3:46])[C:31]2[CH:36]=[CH:35][C:34]([C:37]3[CH:42]=[CH:41][C:40]([F:43])=[CH:39][N:38]=3)=[CH:33][CH:32]=2)[N:8](C(C2C=CC=CC=2)(C2C=CC=CC=2)C2C=CC=CC=2)[CH:9]=1, predict the reaction product. The product is: [CH3:2][C:3]([CH3:50])([CH2:48][CH3:49])[CH2:4][C:5]1[N:6]=[C:7]([CH2:29][CH:30]([NH:44][C:45](=[O:47])[CH3:46])[C:31]2[CH:32]=[CH:33][C:34]([C:37]3[CH:42]=[CH:41][C:40]([F:43])=[CH:39][N:38]=3)=[CH:35][CH:36]=2)[NH:8][CH:9]=1. (2) Given the reactants [CH:1](=[O:5])[CH2:2][CH2:3][CH3:4].[CH3:6][C:7]1[C:16]([CH3:17])=[C:15]2[C:10]([CH2:11][CH2:12][C@:13]([CH2:19][CH2:20][CH2:21][C@@H:22]([CH2:24][CH2:25][CH2:26][C@@H:27]([CH2:29][CH2:30][CH2:31][CH:32]([CH3:34])[CH3:33])[CH3:28])[CH3:23])([CH3:18])[O:14]2)=[CH:9][C:8]=1[OH:35].CCO[C:39]([CH3:41])=O.[CH3:42][C:43](O)=O, predict the reaction product. The product is: [CH3:18][C:13]1([CH2:19][CH2:20][CH2:21][CH:22]([CH3:23])[CH2:24][CH2:25][CH2:26][CH:27]([CH3:28])[CH2:29][CH2:30][CH2:31][CH:32]([CH3:34])[CH3:33])[O:14][C:15]2[C:10](=[C:9]3[C:8](=[C:7]([CH3:6])[C:16]=2[CH3:17])[O:35][CH:42]([CH2:43][CH2:39][CH3:41])[O:5][CH:1]3[CH2:2][CH2:3][CH3:4])[CH2:11][CH2:12]1. (3) The product is: [CH:2]([C:4]1[CH:5]=[C:6]([CH:9]=[CH:10][CH:11]=1)[C:7]#[N:8])([CH3:3])[CH3:1]. Given the reactants [CH2:1]=[C:2]([C:4]1[CH:5]=[C:6]([CH:9]=[CH:10][CH:11]=1)[C:7]#[N:8])[CH3:3], predict the reaction product. (4) Given the reactants [N:1]([CH2:4][CH2:5][C:6]([CH3:21])([S:8]([C:11]1[CH:16]=[CH:15][CH:14]=[C:13]([C:17]([F:20])([F:19])[F:18])[CH:12]=1)(=[O:10])=[O:9])[CH3:7])=[N+]=[N-], predict the reaction product. The product is: [CH3:21][C:6]([S:8]([C:11]1[CH:16]=[CH:15][CH:14]=[C:13]([C:17]([F:19])([F:20])[F:18])[CH:12]=1)(=[O:10])=[O:9])([CH3:7])[CH2:5][CH2:4][NH2:1]. (5) Given the reactants [NH2:1][CH2:2][CH2:3][CH:4]1[CH2:9][CH2:8][N:7]([CH2:10][C:11]2[CH:16]=[CH:15][CH:14]=[CH:13][CH:12]=2)[CH2:6][CH2:5]1.[Cl:17][C:18]1[C:23]([N+:24]([O-:26])=[O:25])=[C:22](Cl)[C:21]([CH3:28])=[C:20]([CH3:29])[N:19]=1.C(N(CC)CC)C, predict the reaction product. The product is: [CH2:10]([N:7]1[CH2:6][CH2:5][CH:4]([CH2:3][CH2:2][NH:1][C:22]2[C:21]([CH3:28])=[C:20]([CH3:29])[N:19]=[C:18]([Cl:17])[C:23]=2[N+:24]([O-:26])=[O:25])[CH2:9][CH2:8]1)[C:11]1[CH:12]=[CH:13][CH:14]=[CH:15][CH:16]=1. (6) Given the reactants Cl.[CH3:2][C:3]1[CH:4]=[C:5]([CH2:8][O:9][CH:10]2[CH2:13][NH:12][CH2:11]2)[S:6][CH:7]=1.CCN=C=NCCCN(C)C.C1C=CC2N(O)N=NC=2C=1.C(N(C(C)C)CC)(C)C.Cl.[O:45]=[C:46]1[NH:55][C:54]2[N:53]=[CH:52][C:51](/[CH:56]=[CH:57]/[C:58](O)=[O:59])=[CH:50][C:49]=2[CH2:48][CH2:47]1, predict the reaction product. The product is: [CH3:2][C:3]1[CH:4]=[C:5]([CH2:8][O:9][CH:10]2[CH2:11][N:12]([C:58](=[O:59])[CH:57]=[CH:56][C:51]3[CH:50]=[C:49]4[C:54](=[N:53][CH:52]=3)[NH:55][C:46](=[O:45])[CH2:47][CH2:48]4)[CH2:13]2)[S:6][CH:7]=1. (7) Given the reactants [N+:1]([C:4]1[CH:12]=[CH:11][C:7]([C:8]([OH:10])=[O:9])=[C:6]([C:13]2[CH:18]=[CH:17][CH:16]=[CH:15][CH:14]=2)[CH:5]=1)([O-])=O.O.O.[Sn](Cl)[Cl:22].O.C([O-])(O)=O.[Na+], predict the reaction product. The product is: [ClH:22].[NH2:1][C:4]1[CH:12]=[CH:11][C:7]([C:8]([OH:10])=[O:9])=[C:6]([C:13]2[CH:14]=[CH:15][CH:16]=[CH:17][CH:18]=2)[CH:5]=1.